This data is from Catalyst prediction with 721,799 reactions and 888 catalyst types from USPTO. The task is: Predict which catalyst facilitates the given reaction. (1) Reactant: [CH3:1][C:2]1[N:7]=[C:6]2[S:8][C:9]3[CH2:14][CH2:13][CH2:12][CH2:11][C:10]=3[C:5]2=[C:4]([C:15]2[CH:20]=[CH:19][C:18]([F:21])=[CH:17][CH:16]=2)[C:3]=1[CH:22]([CH2:27][CH2:28][CH3:29])[C:23]([O:25]C)=[O:24].[OH-].[Na+]. Product: [CH3:1][C:2]1[N:7]=[C:6]2[S:8][C:9]3[CH2:14][CH2:13][CH2:12][CH2:11][C:10]=3[C:5]2=[C:4]([C:15]2[CH:16]=[CH:17][C:18]([F:21])=[CH:19][CH:20]=2)[C:3]=1[CH:22]([CH2:27][CH2:28][CH3:29])[C:23]([OH:25])=[O:24]. The catalyst class is: 5. (2) Reactant: Cl[C:2]1[C:11]2[C:6](=[CH:7][CH:8]=[C:9]([NH:12][S:13]([CH:16]([CH3:18])[CH3:17])(=[O:15])=[O:14])[CH:10]=2)[CH:5]=[N:4][CH:3]=1.[CH3:19][N:20]1[CH:24]=[C:23]([C:25]2[CH:30]=[CH:29][C:28](B3OC(C)(C)C(C)(C)O3)=[CH:27][CH:26]=2)[CH:22]=[N:21]1.C(=O)([O-])[O-].[Na+].[Na+].O. Product: [CH3:19][N:20]1[CH:24]=[C:23]([C:25]2[CH:26]=[CH:27][C:28]([C:2]3[C:11]4[C:6](=[CH:7][CH:8]=[C:9]([NH:12][S:13]([CH:16]([CH3:18])[CH3:17])(=[O:15])=[O:14])[CH:10]=4)[CH:5]=[N:4][CH:3]=3)=[CH:29][CH:30]=2)[CH:22]=[N:21]1. The catalyst class is: 12. (3) Reactant: [OH:1][C:2]1[CH:7]=[CH:6][C:5]([CH2:8][CH2:9][C:10]([O:12][C:13]([CH3:16])([CH3:15])[CH3:14])=[O:11])=[CH:4][CH:3]=1.[H-].[Na+].[Br:19][C:20]1[CH:21]=[C:22]([CH:25]=[CH:26][CH:27]=1)[CH2:23]Br. Product: [Br:19][C:20]1[CH:21]=[C:22]([CH:25]=[CH:26][CH:27]=1)[CH2:23][O:1][C:2]1[CH:3]=[CH:4][C:5]([CH2:8][CH2:9][C:10]([O:12][C:13]([CH3:16])([CH3:15])[CH3:14])=[O:11])=[CH:6][CH:7]=1. The catalyst class is: 42. (4) Reactant: [Cl:1][C:2]1[CH:3]=[C:4]([CH:6]=[CH:7][CH:8]=1)[NH2:5].C[Al](C)C.[Cl:13][C:14]1[CH:15]=[C:16]([N:21]2[C:25]([CH3:26])=[C:24]([C:27]([O:29]CC)=O)[N:23]=[N:22]2)[CH:17]=[CH:18][C:19]=1[F:20].CCOC(C)=O. Product: [Cl:13][C:14]1[CH:15]=[C:16]([N:21]2[C:25]([CH3:26])=[C:24]([C:27]([NH:5][C:4]3[CH:6]=[CH:7][CH:8]=[C:2]([Cl:1])[CH:3]=3)=[O:29])[N:23]=[N:22]2)[CH:17]=[CH:18][C:19]=1[F:20]. The catalyst class is: 12. (5) Reactant: [CH3:1][N:2]1[C:6]2[CH:7]=[CH:8][C:9]([N:11]3[CH:16]=[C:15]([C:17]([O:19]CC)=[O:18])[C:14](=[O:22])[N:13]([CH:23]4[C:32]5[C:27](=[C:28]([C:33]([F:36])([F:35])[F:34])[CH:29]=[CH:30][CH:31]=5)[CH2:26][CH2:25][CH2:24]4)[C:12]3=[O:37])=[CH:10][C:5]=2[N:4]([CH3:38])[C:3]1=[O:39].Cl.C(O)(=O)C. Product: [CH3:1][N:2]1[C:6]2[CH:7]=[CH:8][C:9]([N:11]3[CH:16]=[C:15]([C:17]([OH:19])=[O:18])[C:14](=[O:22])[N:13]([CH:23]4[C:32]5[C:27](=[C:28]([C:33]([F:36])([F:35])[F:34])[CH:29]=[CH:30][CH:31]=5)[CH2:26][CH2:25][CH2:24]4)[C:12]3=[O:37])=[CH:10][C:5]=2[N:4]([CH3:38])[C:3]1=[O:39]. The catalyst class is: 10. (6) Reactant: [CH2:1]([O:4][C:5]1[C:6]([S:18](=[O:25])(=[O:24])/[N:19]=C/N(C)C)=[C:7]([NH:11][C:12](=[O:17])[C:13]([CH3:16])([CH3:15])[CH3:14])[CH:8]=[CH:9][CH:10]=1)[CH:2]=[CH2:3]. The catalyst class is: 361. Product: [CH2:1]([O:4][C:5]1[C:6]([S:18](=[O:25])(=[O:24])[NH2:19])=[C:7]([NH:11][C:12](=[O:17])[C:13]([CH3:15])([CH3:16])[CH3:14])[CH:8]=[CH:9][CH:10]=1)[CH:2]=[CH2:3]. (7) Reactant: [C:1](OC(=O)C)(=[O:3])C.C(O)=O.[CH3:11][O:12][C:13](=[O:23])[C:14]1[CH:19]=[CH:18][C:17]([NH2:20])=[C:16]([O:21][CH3:22])[CH:15]=1. Product: [CH3:11][O:12][C:13](=[O:23])[C:14]1[CH:19]=[CH:18][C:17]([NH:20][CH:1]=[O:3])=[C:16]([O:21][CH3:22])[CH:15]=1. The catalyst class is: 1.